Dataset: Forward reaction prediction with 1.9M reactions from USPTO patents (1976-2016). Task: Predict the product of the given reaction. (1) Given the reactants C1([Si](OC)(OC)[O:8]C)C=CC=CC=1.C(O[Si](OCC)(OCC)OCC)C.C[Si](OCC)(OCC)OCC.CO[Si](CCC[CH:48]1[CH2:53][C:52](=[O:54])[O:51][C:49]1=[O:50])(OC)OC.SCCC[Si](OCC)(OCC)OCC.Cl.C(OCC(O)C)C.[OH-].[C:78]1([S+:84]([C:91]2[CH:96]=[CH:95][CH:94]=[CH:93][CH:92]=2)[C:85]2[CH:90]=[CH:89][CH:88]=[CH:87][CH:86]=2)[CH:83]=[CH:82][CH:81]=[CH:80][CH:79]=1, predict the reaction product. The product is: [C:52]([O-:51])(=[O:54])[CH2:53][CH2:48][C:49]([O-:50])=[O:8].[C:91]1([S+:84]([C:78]2[CH:79]=[CH:80][CH:81]=[CH:82][CH:83]=2)[C:85]2[CH:90]=[CH:89][CH:88]=[CH:87][CH:86]=2)[CH:92]=[CH:93][CH:94]=[CH:95][CH:96]=1.[C:91]1([S+:84]([C:78]2[CH:79]=[CH:80][CH:81]=[CH:82][CH:83]=2)[C:85]2[CH:90]=[CH:89][CH:88]=[CH:87][CH:86]=2)[CH:92]=[CH:93][CH:94]=[CH:95][CH:96]=1. (2) Given the reactants C(OC([N:8]1[CH2:13][CH2:12][CH:11]([O:14][C:15]2[CH:20]=[CH:19][C:18]([C:21]3[C:29]4[C:24](=[CH:25][CH:26]=[C:27]([NH:30][C:31](=[O:43])[CH:32]([N:38]5[CH2:42][CH2:41][CH2:40][CH2:39]5)[C:33]5[CH:37]=[CH:36][S:35][CH:34]=5)[CH:28]=4)[NH:23][N:22]=3)=[CH:17][CH:16]=2)[CH2:10][CH2:9]1)=O)(C)(C)C.C(O)(C(F)(F)F)=O, predict the reaction product. The product is: [NH:8]1[CH2:9][CH2:10][CH:11]([O:14][C:15]2[CH:20]=[CH:19][C:18]([C:21]3[C:29]4[C:24](=[CH:25][CH:26]=[C:27]([NH:30][C:31](=[O:43])[CH:32]([N:38]5[CH2:42][CH2:41][CH2:40][CH2:39]5)[C:33]5[CH:37]=[CH:36][S:35][CH:34]=5)[CH:28]=4)[NH:23][N:22]=3)=[CH:17][CH:16]=2)[CH2:12][CH2:13]1. (3) Given the reactants IC1C=CC(C2NC([C@@H](N3C(=O)[C@@H](CCC(O)=O)NC3=O)C(C)C)=NC=2)=CC=1.C1(C[C@H]2NC(=O)[N:35]([C@H:39]([C:48]3[NH:49][C:50]([C:54]4[CH:59]=[CH:58][C:57]([I:60])=[CH:56][C:55]=4F)=[C:51](C)[N:52]=3)[C@H:40]([C:42]3C=CC=C[CH:43]=3)C)C2=O)CC1.C(O[C:68]([NH:70][C@H:71]([C:75]1[CH:80]=[CH:79][C:78]([O:81][CH2:82][C:83](=[O:87])N(C)C)=[CH:77][CH:76]=1)[C:72]([OH:74])=O)=[O:69])(C)(C)C.[Cl:88]N1C(=O)CCC1=O, predict the reaction product. The product is: [Cl:88][C:55]1[CH:56]=[C:57]([I:60])[CH:58]=[CH:59][C:54]=1[C:50]1[NH:49][C:48]([C@@H:39]([N:35]2[C:72](=[O:74])[C@@H:71]([C:75]3[CH:76]=[CH:77][C:78]([O:81][CH2:82][CH2:83][OH:87])=[CH:79][CH:80]=3)[NH:70][C:68]2=[O:69])[CH2:40][CH2:42][CH3:43])=[N:52][CH:51]=1. (4) Given the reactants [CH:1]([C:3]1[C:4]([O:9][C@H:10]2[CH2:14][N:13](C(OC(C)(C)C)=O)[C@H:12]([C:22]([O:24][CH3:25])=[O:23])[CH2:11]2)=[N:5][CH:6]=[CH:7][CH:8]=1)=[CH2:2].O1CCOCC1.[ClH:32], predict the reaction product. The product is: [ClH:32].[CH:1]([C:3]1[C:4]([O:9][C@H:10]2[CH2:14][NH:13][C@H:12]([C:22]([O:24][CH3:25])=[O:23])[CH2:11]2)=[N:5][CH:6]=[CH:7][CH:8]=1)=[CH2:2]. (5) Given the reactants [Cl:1][C:2]1[N:3]=[C:4]([N:19]2[CH2:24][CH2:23][O:22][CH2:21][CH2:20]2)[C:5]2[CH2:11][CH2:10][N:9]([C:12]([O:14][C:15]([CH3:18])([CH3:17])[CH3:16])=[O:13])[CH2:8][C:6]=2[N:7]=1.[C:25]([Li])(C)(C)C.CI, predict the reaction product. The product is: [Cl:1][C:2]1[N:3]=[C:4]([N:19]2[CH2:24][CH2:23][O:22][CH2:21][CH2:20]2)[C:5]2[CH2:11][CH2:10][N:9]([C:12]([O:14][C:15]([CH3:18])([CH3:17])[CH3:16])=[O:13])[CH:8]([CH3:25])[C:6]=2[N:7]=1. (6) Given the reactants [CH2:1]([O:19][C@H:20]1[C@H:24]([O:25][CH2:26][CH2:27][CH2:28][CH2:29][CH2:30][CH2:31][CH2:32][CH2:33]/[CH:34]=[CH:35]\[CH2:36]/[CH:37]=[CH:38]\[CH2:39][CH2:40][CH2:41][CH2:42][CH3:43])[CH2:23][N:22]([CH2:44][CH2:45][CH2:46][OH:47])[CH2:21]1)[CH2:2][CH2:3][CH2:4][CH2:5][CH2:6][CH2:7][CH2:8]/[CH:9]=[CH:10]\[CH2:11]/[CH:12]=[CH:13]\[CH2:14][CH2:15][CH2:16][CH2:17][CH3:18].C(N(CC)CC)C.[CH3:55][S:56](O)(=[O:58])=[O:57], predict the reaction product. The product is: [CH3:55][S:56]([O:47][CH2:46][CH2:45][CH2:44][N:22]1[CH2:23][C@@H:24]([O:25][CH2:26][CH2:27][CH2:28][CH2:29][CH2:30][CH2:31][CH2:32][CH2:33]/[CH:34]=[CH:35]\[CH2:36]/[CH:37]=[CH:38]\[CH2:39][CH2:40][CH2:41][CH2:42][CH3:43])[C@H:20]([O:19][CH2:1][CH2:2][CH2:3][CH2:4][CH2:5][CH2:6][CH2:7][CH2:8]/[CH:9]=[CH:10]\[CH2:11]/[CH:12]=[CH:13]\[CH2:14][CH2:15][CH2:16][CH2:17][CH3:18])[CH2:21]1)(=[O:58])=[O:57]. (7) The product is: [Br:24][C:25]1[CH:32]=[CH:31][C:28]([C:29]2[N:12]([CH2:11][C@@H:8]3[CH2:9][CH2:10][N:6]([C:4]([CH:1]4[CH2:3][CH2:2]4)=[O:5])[CH2:7]3)[C:13]3[CH:18]=[CH:17][C:16]([C:19]([F:20])([F:21])[F:22])=[CH:15][C:14]=3[N:23]=2)=[CH:27][CH:26]=1. Given the reactants [CH:1]1([C:4]([N:6]2[CH2:10][CH2:9][C@@H:8]([CH2:11][NH:12][C:13]3[C:14]([NH2:23])=[CH:15][C:16]([C:19]([F:22])([F:21])[F:20])=[CH:17][CH:18]=3)[CH2:7]2)=[O:5])[CH2:3][CH2:2]1.[Br:24][C:25]1[CH:32]=[CH:31][C:28]([CH:29]=O)=[CH:27][CH:26]=1, predict the reaction product. (8) Given the reactants [Cl:1][C:2]1[CH:7]=[CH:6][C:5]([S:8]([N:11]([CH2:13][C@H:14]2[CH2:19][CH2:18][C@H:17]([O:20][CH2:21][CH2:22][CH2:23][CH2:24][OH:25])[CH2:16][CH2:15]2)[CH3:12])(=[O:10])=[O:9])=[CH:4][CH:3]=1.[CH3:26][S:27](Cl)(=[O:29])=[O:28], predict the reaction product. The product is: [Cl:1][C:2]1[CH:7]=[CH:6][C:5]([S:8]([N:11]([CH2:13][C@H:14]2[CH2:19][CH2:18][C@H:17]([O:20][CH2:21][CH2:22][CH2:23][CH2:24][O:25][S:27]([CH3:26])(=[O:29])=[O:28])[CH2:16][CH2:15]2)[CH3:12])(=[O:9])=[O:10])=[CH:4][CH:3]=1. (9) The product is: [NH2:24][C:13]1[N:12]=[C:11]([C:8]2[N:7]=[C:6]([C:2]3[O:1][CH:5]=[CH:4][CH:3]=3)[O:10][N:9]=2)[N:16]=[C:15]([N:17]([C:18]2[CH:23]=[CH:22][CH:21]=[CH:20][CH:19]=2)[CH2:32][CH2:33][OH:34])[N:14]=1. Given the reactants [O:1]1[CH:5]=[CH:4][CH:3]=[C:2]1[C:6]1[O:10][N:9]=[C:8]([C:11]2[N:16]=[C:15]([NH:17][C:18]3[CH:23]=[CH:22][CH:21]=[CH:20][CH:19]=3)[N:14]=[C:13]([NH2:24])[N:12]=2)[N:7]=1.C(=O)([O-])[O-].[K+].[K+].Br[CH2:32][CH2:33][OH:34], predict the reaction product. (10) Given the reactants Br[C:2]1[CH:3]=[C:4]([CH:17]=[C:18]([C:20]2[CH:25]=[CH:24][C:23]([CH3:26])=[CH:22][N:21]=2)[CH:19]=1)[C:5]([NH:7][C@@H:8]([C:10]1[CH:11]=[N:12][C:13]([CH3:16])=[N:14][CH:15]=1)[CH3:9])=[O:6].[NH:27]1[CH2:31][CH2:30][CH2:29][C:28]1=[O:32].C(=O)([O-])[O-].[Cs+].[Cs+].O1CCOCC1, predict the reaction product. The product is: [CH3:26][C:23]1[CH:24]=[CH:25][C:20]([C:18]2[CH:17]=[C:4]([CH:3]=[C:2]([N:27]3[CH2:31][CH2:30][CH2:29][C:28]3=[O:32])[CH:19]=2)[C:5]([NH:7][C@@H:8]([C:10]2[CH:11]=[N:12][C:13]([CH3:16])=[N:14][CH:15]=2)[CH3:9])=[O:6])=[N:21][CH:22]=1.